Task: Predict the product of the given reaction.. Dataset: Forward reaction prediction with 1.9M reactions from USPTO patents (1976-2016) (1) Given the reactants C[O:2][C:3]([C:5]1([C:17]([O:19][C:20]([CH3:23])([CH3:22])[CH3:21])=[O:18])[CH2:14][CH2:13][C:12]2[C:7](=[C:8]([O:15][CH3:16])[CH:9]=[CH:10][CH:11]=2)[CH2:6]1)=[O:4].Cl, predict the reaction product. The product is: [C:20]([O:19][C:17]([C:5]1([C:3]([OH:4])=[O:2])[CH2:14][CH2:13][C:12]2[C:7](=[C:8]([O:15][CH3:16])[CH:9]=[CH:10][CH:11]=2)[CH2:6]1)=[O:18])([CH3:23])([CH3:21])[CH3:22]. (2) Given the reactants [BrH:1].C(O)(=O)C.[Cl:6][C:7]1[CH:8]=[C:9]([C:13](=O)[CH2:14][S:15][C:16]#[N:17])[CH:10]=[CH:11][CH:12]=1.O, predict the reaction product. The product is: [Br:1][C:16]1[S:15][CH:14]=[C:13]([C:9]2[CH:10]=[CH:11][CH:12]=[C:7]([Cl:6])[CH:8]=2)[N:17]=1. (3) Given the reactants C(OC([CH:8]1[CH2:12][CH2:11][CH2:10][N:9]1[C:13](=[O:29])[CH:14]([NH:16][C:17](=[O:28])[C:18]1[CH:23]=[C:22]([CH3:24])[C:21]([O:25][CH3:26])=[C:20]([CH3:27])[CH:19]=1)[CH3:15])=O)(C)(C)C.[O:30]=[C:31]1[O:35][CH:34]([O:36][CH2:37][CH2:38]C2C=CC=CC=2)[CH:33]([NH:45][C:46](C2CCCN2C(=O)C(NC(=O)C2C=CC(N)=C(Cl)C=2)C)=[O:47])[CH2:32]1, predict the reaction product. The product is: [CH2:37]([O:36][CH:34]1[CH:33]([NH:45][C:46]([CH:8]2[CH2:12][CH2:11][CH2:10][N:9]2[C:13](=[O:29])[CH:14]([NH:16][C:17](=[O:28])[C:18]2[CH:19]=[C:20]([CH3:27])[C:21]([O:25][CH3:26])=[C:22]([CH3:24])[CH:23]=2)[CH3:15])=[O:47])[CH2:32][C:31](=[O:30])[O:35]1)[CH3:38]. (4) Given the reactants [C:1]1([CH:7]2[CH2:10][C:9](=[N:11]O)[CH2:8]2)[CH:6]=[CH:5][CH:4]=[CH:3][CH:2]=1.[H-].[Al+3].[Li+].[H-].[H-].[H-].O.[OH-].[Na+], predict the reaction product. The product is: [C:1]1([CH:7]2[CH2:8][CH:9]([NH2:11])[CH2:10]2)[CH:6]=[CH:5][CH:4]=[CH:3][CH:2]=1.